From a dataset of Full USPTO retrosynthesis dataset with 1.9M reactions from patents (1976-2016). Predict the reactants needed to synthesize the given product. (1) The reactants are: [I:1][C:2]1[CH:3]=[C:4]2[C:9](=[CH:10][CH:11]=1)[N:8]=[CH:7][NH:6][C:5]2=[O:12].P(Cl)(Cl)(Cl)=O.[C:18]1(C)C=CC=CC=1.C(N(CC)CC)C. Given the product [I:1][C:2]1[CH:3]=[C:4]2[C:9](=[CH:10][CH:11]=1)[N:8]=[CH:7][N:6]=[C:5]2[O:12][CH3:18], predict the reactants needed to synthesize it. (2) Given the product [F:18][C:15]1[CH:16]=[CH:17][C:12]([CH2:11][N:10]2[C:9]3[C:8](=[O:19])[N:7]([CH2:20][CH2:21][CH2:22][OH:23])[C:6](=[O:24])[N:5]([CH3:25])[C:4]=3[N:3]=[C:2]2[O:33][C:28]2[CH:29]=[CH:30][CH:31]=[CH:32][C:27]=2[F:26])=[CH:13][CH:14]=1, predict the reactants needed to synthesize it. The reactants are: Br[C:2]1[N:10]([CH2:11][C:12]2[CH:17]=[CH:16][C:15]([F:18])=[CH:14][CH:13]=2)[C:9]2[C:8](=[O:19])[N:7]([CH2:20][CH2:21][CH2:22][OH:23])[C:6](=[O:24])[N:5]([CH3:25])[C:4]=2[N:3]=1.[F:26][C:27]1[CH:32]=[CH:31][CH:30]=[CH:29][C:28]=1[OH:33].C(=O)([O-])[O-].[K+].[K+]. (3) Given the product [CH3:62][O:63][C:48]1[CH:47]=[CH:46][CH:45]=[CH:44][C:34]=1[CH2:33][NH:30][C:21](=[O:22])[C:20]1[CH:24]=[CH:25][CH:26]=[CH:27][C:19]=1[NH:18][C:14]1[CH:13]=[C:12]2[C:17]([C:9](/[CH:8]=[CH:7]/[C:2]3[CH:3]=[CH:4][CH:5]=[CH:6][N:1]=3)=[N:10][NH:11]2)=[CH:16][CH:15]=1, predict the reactants needed to synthesize it. The reactants are: [N:1]1[CH:6]=[CH:5][CH:4]=[CH:3][C:2]=1[CH:7]=[CH:8][C:9]1[C:17]2[C:12](=[CH:13][C:14]([NH:18][C:19]3[CH:27]=[CH:26][CH:25]=[CH:24][C:20]=3[C:21](O)=[O:22])=[CH:15][CH:16]=2)[NH:11][N:10]=1.C([N:30]([CH2:33][CH3:34])CC)C.CN(C(ON1N=N[C:45]2[CH:46]=[CH:47][CH:48]=N[C:44]1=2)=[N+](C)C)C.F[P-](F)(F)(F)(F)F.CN([CH:62]=[O:63])C.